Dataset: Catalyst prediction with 721,799 reactions and 888 catalyst types from USPTO. Task: Predict which catalyst facilitates the given reaction. (1) Reactant: [NH2:1][C:2]1[CH:7]=[CH:6][C:5]([C:8]2[C:16]3[C:15]([NH2:17])=[N:14][CH:13]=[N:12][C:11]=3[N:10]([C@H:18]3[CH2:23][CH2:22][C@@H:21]([N:24]4[CH2:29][CH2:28][N:27]([CH3:30])[CH2:26][CH2:25]4)[CH2:20][CH2:19]3)[CH:9]=2)=[CH:4][C:3]=1[F:31].[Br:32]N1C(=O)CCC1=O. Product: [NH2:1][C:2]1[CH:7]=[CH:6][C:5]([C:8]2[C:16]3[C:15]([NH2:17])=[N:14][CH:13]=[N:12][C:11]=3[N:10]([C@H:18]3[CH2:23][CH2:22][C@@H:21]([N:24]4[CH2:25][CH2:26][N:27]([CH3:30])[CH2:28][CH2:29]4)[CH2:20][CH2:19]3)[C:9]=2[Br:32])=[CH:4][C:3]=1[F:31]. The catalyst class is: 9. (2) Reactant: C(S([O-])(=O)=O)(F)(F)F.C(S([O-])(=O)=O)(F)(F)F.C(S([O-])(=O)=O)(F)(F)F.[Yb+3].[CH3:26][C:27]1[O:31][N:30]=[C:29]([C:32]2[CH:37]=[CH:36][C:35]([NH2:38])=[CH:34][CH:33]=2)[N:28]=1.[CH3:39][O:40][C:41]1[C:49]2[O:48][CH2:47][CH2:46][C:45]=2[CH:44]=[C:43]([CH:50]=O)[CH:42]=1.C[Si]([C:56]#[N:57])(C)C. Product: [CH3:39][O:40][C:41]1[C:49]2[O:48][CH2:47][CH2:46][C:45]=2[CH:44]=[C:43]([CH:50]([NH:38][C:35]2[CH:36]=[CH:37][C:32]([C:29]3[N:28]=[C:27]([CH3:26])[O:31][N:30]=3)=[CH:33][CH:34]=2)[C:56]#[N:57])[CH:42]=1. The catalyst class is: 1. (3) Reactant: [F:1][C:2]1[CH:9]=[C:8]([F:10])[CH:7]=[CH:6][C:3]=1[CH2:4]Br.[CH2:11]([O:13][C:14](=[O:38])[C:15]1[CH:20]=[CH:19][CH:18]=[C:17]([N:21]2[C:25]([CH3:26])=[CH:24][CH:23]=[C:22]2[C:27]2[CH:32]=[C:31]([S:33]([CH3:36])(=[O:35])=[O:34])[CH:30]=[CH:29][C:28]=2[OH:37])[CH:16]=1)[CH3:12].C([O-])([O-])=O.[K+].[K+]. Product: [CH2:11]([O:13][C:14](=[O:38])[C:15]1[CH:20]=[CH:19][CH:18]=[C:17]([N:21]2[C:25]([CH3:26])=[CH:24][CH:23]=[C:22]2[C:27]2[CH:32]=[C:31]([S:33]([CH3:36])(=[O:34])=[O:35])[CH:30]=[CH:29][C:28]=2[O:37][CH2:4][C:3]2[CH:6]=[CH:7][C:8]([F:10])=[CH:9][C:2]=2[F:1])[CH:16]=1)[CH3:12]. The catalyst class is: 31. (4) Reactant: [OH:1][C:2]1[CH:7]=[CH:6][C:5]([C:8]23[NH:20][CH2:19][CH2:18][N:9]2[C:10](=[O:17])[C:11]2[N:12]([CH:14]=[CH:15][CH:16]=2)[CH2:13]3)=[CH:4][CH:3]=1.Cl.Cl[CH2:23][CH2:24][N:25]1[CH2:30][CH2:29][O:28][CH2:27][CH2:26]1.C(=O)([O-])[O-].O. Product: [N:25]1([CH2:24][CH2:23][O:1][C:2]2[CH:7]=[CH:6][C:5]([C:8]34[NH:20][CH2:19][CH2:18][N:9]3[C:10](=[O:17])[C:11]3[N:12]([CH:14]=[CH:15][CH:16]=3)[CH2:13]4)=[CH:4][CH:3]=2)[CH2:30][CH2:29][O:28][CH2:27][CH2:26]1. The catalyst class is: 163. (5) Reactant: [Br:1][C:2]1[CH:7]=[CH:6][N:5]=[C:4]([OH:8])[CH:3]=1.[CH2:9](Br)[C:10]1[CH:15]=[CH:14][CH:13]=[CH:12][CH:11]=1. Product: [CH2:9]([O:8][C:4]1[CH:3]=[C:2]([Br:1])[CH:7]=[CH:6][N:5]=1)[C:10]1[CH:15]=[CH:14][CH:13]=[CH:12][CH:11]=1. The catalyst class is: 48.